Dataset: Reaction yield outcomes from USPTO patents with 853,638 reactions. Task: Predict the reaction yield, written as a fraction of the theoretical maximum amount of product (1.0 means a 100% yield; for example, 0.34 means a 34% yield). (1) The reactants are [CH3:1][CH:2]([CH3:30])[C@H:3]([NH:20][C:21]1[N:29]=[CH:28][N:27]=[C:26]2[C:22]=1[N:23]=[CH:24][NH:25]2)[C:4]([NH:6][C:7]1[C:8]([NH:13][C:14]2[CH:19]=[CH:18][CH:17]=[CH:16][CH:15]=2)=[N:9][CH:10]=[CH:11][CH:12]=1)=O. The catalyst is CC(O)=O. The product is [CH3:1][CH:2]([CH3:30])[CH:3]([NH:20][C:21]1[N:29]=[CH:28][N:27]=[C:26]2[C:22]=1[N:23]=[CH:24][NH:25]2)[C:4]1[N:13]([C:14]2[CH:19]=[CH:18][CH:17]=[CH:16][CH:15]=2)[C:8]2=[N:9][CH:10]=[CH:11][CH:12]=[C:7]2[N:6]=1. The yield is 0.460. (2) The reactants are Br[CH:2]1[CH2:6][CH2:5][N:4]([CH2:7][C:8]2[CH:13]=[CH:12][C:11]([CH:14]([F:16])[F:15])=[CH:10][CH:9]=2)[C:3]1=[O:17].[F:18][C:19]1[CH:24]=[C:23]([C@@H:25]2[CH2:30][CH2:29][NH:28][CH2:27][C@H:26]2[F:31])[CH:22]=[CH:21][C:20]=1[OH:32].C(N(CC)CC)C. The catalyst is C(#N)C.O. The product is [F:15][CH:14]([F:16])[C:11]1[CH:12]=[CH:13][C:8]([CH2:7][N:4]2[CH2:5][CH2:6][CH:2]([N:28]3[CH2:29][CH2:30][C@@H:25]([C:23]4[CH:22]=[CH:21][C:20]([OH:32])=[C:19]([F:18])[CH:24]=4)[C@H:26]([F:31])[CH2:27]3)[C:3]2=[O:17])=[CH:9][CH:10]=1. The yield is 0.460. (3) The reactants are [Cl-:1].[Cl:2][C:3]1[C:12]2[C:7](=[CH:8][C:9]([C:13]#[N:14])=[CH:10][CH:11]=2)[CH:6]=[CH:5][C:4]=1[O:15][CH2:16][CH2:17][NH3+:18].Cl[C:20]1[CH:24]=[CH:23][S:22][C:21]=1[CH:25]=O. No catalyst specified. The product is [Cl:2][C:3]1[C:4]([O:15][CH2:16][CH2:17][NH:18][CH2:25][C:21]2[S:22][C:23]([Cl:1])=[CH:24][CH:20]=2)=[CH:5][CH:6]=[C:7]2[C:12]=1[CH:11]=[CH:10][C:9]([C:13]#[N:14])=[CH:8]2. The yield is 0.630. (4) The reactants are [N:1]([CH2:4][CH2:5][CH2:6][OH:7])=[N+:2]=[N-:3].C(N(CC)CC)C.[S:15](Cl)([C:18]1[CH:24]=[CH:23][C:21]([CH3:22])=[CH:20][CH:19]=1)(=[O:17])=[O:16]. The catalyst is CN(C1C=CN=CC=1)C.ClCCl. The product is [C:21]1([CH3:22])[CH:23]=[CH:24][C:18]([S:15]([O:7][CH2:6][CH2:5][CH2:4][N:1]=[N+:2]=[N-:3])(=[O:17])=[O:16])=[CH:19][CH:20]=1. The yield is 0.760. (5) The reactants are [O:1]=[C:2]1[C:6]2([CH2:11][CH2:10][NH:9][CH2:8][CH2:7]2)[N:5]([C:12]2[CH:17]=[CH:16][CH:15]=[CH:14][CH:13]=2)[CH2:4][N:3]1[CH2:18][C:19]1[CH:20]=[C:21]([CH:29]=[CH:30][CH:31]=1)[C:22]([O:24][C:25]([CH3:28])([CH3:27])[CH3:26])=[O:23].I[CH2:33][CH2:34][CH2:35][N:36]1[C:40]2[CH:41]=[CH:42][C:43](=O)[CH2:44][C:39]=2[NH:38][C:37]1=[O:46].C(=O)([O-])[O-].[K+].[K+]. The catalyst is CN(C)C=O. The product is [O:1]=[C:2]1[C:6]2([CH2:11][CH2:10][N:9]([CH2:33][CH2:34][CH2:35][N:36]3[C:40]4[CH:41]=[CH:42][CH:43]=[CH:44][C:39]=4[NH:38][C:37]3=[O:46])[CH2:8][CH2:7]2)[N:5]([C:12]2[CH:13]=[CH:14][CH:15]=[CH:16][CH:17]=2)[CH2:4][N:3]1[CH2:18][C:19]1[CH:20]=[C:21]([CH:29]=[CH:30][CH:31]=1)[C:22]([O:24][C:25]([CH3:28])([CH3:26])[CH3:27])=[O:23]. The yield is 0.774.